Dataset: Catalyst prediction with 721,799 reactions and 888 catalyst types from USPTO. Task: Predict which catalyst facilitates the given reaction. (1) Product: [C:1]([O:5][C:6]([N:8]1[C@@H:12](/[CH:13]=[CH:22]/[C:17]([O:19][CH2:20][CH3:21])=[O:18])[CH2:11][O:10][C:9]1([CH3:16])[CH3:15])=[O:7])([CH3:4])([CH3:3])[CH3:2]. Reactant: [C:1]([O:5][C:6]([N:8]1[C@@H:12]([CH:13]=O)[CH2:11][O:10][C:9]1([CH3:16])[CH3:15])=[O:7])([CH3:4])([CH3:3])[CH3:2].[C:17]([CH:22]=P(C1C=CC=CC=1)(C1C=CC=CC=1)C1C=CC=CC=1)([O:19][CH2:20][CH3:21])=[O:18]. The catalyst class is: 11. (2) Reactant: CC(OI1(OC(C)=O)(OC(C)=O)OC(=O)C2C=CC=CC1=2)=O.[CH3:23][N:24]([CH3:47])[C:25]1([C:41]2[CH:46]=[CH:45][CH:44]=[CH:43][CH:42]=2)[CH2:30][CH2:29][CH:28]([CH:31]([OH:40])[CH2:32][O:33][C:34]2[CH:39]=[CH:38][CH:37]=[CH:36][CH:35]=2)[CH2:27][CH2:26]1.C(OCC)C. Product: [CH3:23][N:24]([CH3:47])[C:25]1([C:41]2[CH:42]=[CH:43][CH:44]=[CH:45][CH:46]=2)[CH2:30][CH2:29][CH:28]([C:31](=[O:40])[CH2:32][O:33][C:34]2[CH:35]=[CH:36][CH:37]=[CH:38][CH:39]=2)[CH2:27][CH2:26]1. The catalyst class is: 2. (3) Reactant: [CH:1]1([CH2:4][C:5]2[C:6]3[N:7]([C:11]([C:22]4[CH:27]=[CH:26][N:25]=[C:24](S(C)(=O)=O)[N:23]=4)=[C:12]([C:14]4[CH:19]=[CH:18][C:17]([F:20])=[CH:16][C:15]=4[F:21])[N:13]=3)[CH:8]=[CH:9][N:10]=2)[CH2:3][CH2:2]1.[NH2:32][CH2:33][C:34]([CH3:37])([OH:36])[CH3:35]. Product: [CH:1]1([CH2:4][C:5]2[C:6]3[N:7]([C:11]([C:22]4[CH:27]=[CH:26][N:25]=[C:24]([NH:32][CH2:33][C:34]([CH3:37])([OH:36])[CH3:35])[N:23]=4)=[C:12]([C:14]4[CH:19]=[CH:18][C:17]([F:20])=[CH:16][C:15]=4[F:21])[N:13]=3)[CH:8]=[CH:9][N:10]=2)[CH2:3][CH2:2]1. The catalyst class is: 10. (4) Reactant: [CH3:1][C:2]([O:5][C:6]([N:8]1[CH2:13][CH2:12][CH2:11][CH2:10][C@H:9]1[CH2:14][C:15]([OH:17])=[O:16])=[O:7])([CH3:4])[CH3:3].[CH3:18]N(C=O)C.CN(C(ON1N=NC2C=CC=CC1=2)=[N+](C)C)C.[B-](F)(F)(F)F.CO. Product: [CH3:18][O:16][C:15](=[O:17])[CH2:14][C@@H:9]1[CH2:10][CH2:11][CH2:12][CH2:13][N:8]1[C:6]([O:5][C:2]([CH3:1])([CH3:3])[CH3:4])=[O:7]. The catalyst class is: 170. (5) Reactant: [NH:1]1[C:5]([C:6]([O:8][CH2:9][CH3:10])=[O:7])=[CH:4][CH:3]=[C:2]1[C:11]([O:13][CH2:14][CH3:15])=[O:12].[Li+].C[Si]([N-:21][Si](C)(C)C)(C)C.C1(P(ON)(C2C=CC=CC=2)=O)C=CC=CC=1. Product: [NH2:21][N:1]1[C:5]([C:6]([O:8][CH2:9][CH3:10])=[O:7])=[CH:4][CH:3]=[C:2]1[C:11]([O:13][CH2:14][CH3:15])=[O:12]. The catalyst class is: 39. (6) Reactant: [C:1]1([S:7](Cl)(=[O:9])=[O:8])[CH:6]=[CH:5][CH:4]=[CH:3][CH:2]=1.[NH2:11][C:12]1[CH:13]=[CH:14][C:15]([C:18]2[S:22][C:21]([NH:23][C:24](=[O:26])[CH3:25])=[N:20][C:19]=2[CH3:27])=[N:16][CH:17]=1. Product: [CH3:27][C:19]1[N:20]=[C:21]([NH:23][C:24](=[O:26])[CH3:25])[S:22][C:18]=1[C:15]1[CH:14]=[CH:13][C:12]([NH:11][S:7]([C:1]2[CH:6]=[CH:5][CH:4]=[CH:3][CH:2]=2)(=[O:9])=[O:8])=[CH:17][N:16]=1. The catalyst class is: 17. (7) Reactant: [CH3:1][N:2]([CH3:6])[CH2:3][CH2:4][NH2:5].Cl[C:8]1[N:9]=[N+:10]([O-:22])[C:11]2[C:21]3[CH2:20][CH2:19][CH2:18][O:17][C:16]=3[CH:15]=[CH:14][C:12]=2[N:13]=1. Product: [CH3:1][N:2]([CH3:6])[CH2:3][CH2:4][NH:5][C:8]1[N:9]=[N+:10]([O-:22])[C:11]2[C:21]3[CH2:20][CH2:19][CH2:18][O:17][C:16]=3[CH:15]=[CH:14][C:12]=2[N:13]=1. The catalyst class is: 57. (8) Reactant: Br[C:2]1[CH:7]=[CH:6][C:5]([C:8]2[N:9]([CH2:14][C@@H:15]3[CH2:19][CH2:18][N:17]([C:20]([CH:22]4[CH2:24][CH2:23]4)=[O:21])[CH2:16]3)[C:10](=[O:13])[NH:11][N:12]=2)=[C:4]([CH3:25])[CH:3]=1.CC1(C)C(C)(C)OB([C:34]2[CH:35]=[C:36]3[C:40](=[CH:41][CH:42]=2)[NH:39][CH:38]=[CH:37]3)O1.C([O-])([O-])=O.[K+].[K+].O1CCOCC1. Product: [CH:22]1([C:20]([N:17]2[CH2:18][CH2:19][C@@H:15]([CH2:14][N:9]3[C:8]([C:5]4[CH:6]=[CH:7][C:2]([C:34]5[CH:35]=[C:36]6[C:40](=[CH:41][CH:42]=5)[NH:39][CH:38]=[CH:37]6)=[CH:3][C:4]=4[CH3:25])=[N:12][NH:11][C:10]3=[O:13])[CH2:16]2)=[O:21])[CH2:24][CH2:23]1. The catalyst class is: 263. (9) Reactant: [CH2:1]([O:3][C:4]([C:6]1[C:10]([C:11]2[CH:16]=[CH:15][C:14]([O:17][CH3:18])=[CH:13][CH:12]=2)=[CH:9][S:8][C:7]=1[NH2:19])=[O:5])[CH3:2].[C:20]1(=O)[O:25][C:23](=[O:24])[C:22]2=[CH:26][CH:27]=[CH:28][CH:29]=[C:21]12. Product: [CH2:1]([O:3][C:4]([C:6]1[C:10]([C:11]2[CH:16]=[CH:15][C:14]([O:17][CH3:18])=[CH:13][CH:12]=2)=[CH:9][S:8][C:7]=1[N:19]1[C:23](=[O:24])[C:22]2[C:21](=[CH:29][CH:28]=[CH:27][CH:26]=2)[C:20]1=[O:25])=[O:5])[CH3:2]. The catalyst class is: 15. (10) Reactant: [O:1]([CH2:8][C:9](Cl)=[O:10])[C:2]1[CH:7]=[CH:6][CH:5]=[CH:4][CH:3]=1.C(Cl)Cl.[NH2:15][C:16]1[CH:28]=[C:27]([O:29][C:30]2[CH:35]=[CH:34][CH:33]=[CH:32][CH:31]=2)[CH:26]=[CH:25][C:17]=1[C:18]([O:20][C:21]([CH3:24])([CH3:23])[CH3:22])=[O:19].C(O)(=O)CC(CC(O)=O)(C(O)=O)O. Product: [O:29]([C:27]1[CH:26]=[CH:25][C:17]([C:18]([O:20][C:21]([CH3:24])([CH3:22])[CH3:23])=[O:19])=[C:16]([NH:15][C:9](=[O:10])[CH2:8][O:1][C:2]2[CH:7]=[CH:6][CH:5]=[CH:4][CH:3]=2)[CH:28]=1)[C:30]1[CH:31]=[CH:32][CH:33]=[CH:34][CH:35]=1. The catalyst class is: 66.